From a dataset of Full USPTO retrosynthesis dataset with 1.9M reactions from patents (1976-2016). Predict the reactants needed to synthesize the given product. Given the product [OH:1][C:2]1[CH:3]=[CH:4][C:5]([C:6]([O:8][CH3:9])=[O:7])=[CH:10][CH:11]=1.[OH:21][C:16]1[CH:19]=[CH:20][C:13]([OH:12])=[CH:14][CH:15]=1, predict the reactants needed to synthesize it. The reactants are: [OH:1][C:2]1[CH:11]=[CH:10][C:5]([C:6]([O:8][CH3:9])=[O:7])=[CH:4][CH:3]=1.[OH:12][C:13]1[CH:20]=[CH:19][C:16](C=O)=[CH:15][CH:14]=1.[OH:21]OS([O-])=O.[K+].CCOC(C)=O.